From a dataset of Catalyst prediction with 721,799 reactions and 888 catalyst types from USPTO. Predict which catalyst facilitates the given reaction. (1) Reactant: [C:1]([NH:9][C:10]1[CH:22]=[C:21]([C:23]2[CH:28]=[CH:27][CH:26]=[CH:25][C:24]=2[F:29])[CH:20]=[CH:19][C:11]=1[C:12]([O:14]C(C)(C)C)=[O:13])(=[O:8])[C:2]1[CH:7]=[CH:6][CH:5]=[CH:4][CH:3]=1. Product: [C:1]([NH:9][C:10]1[CH:22]=[C:21]([C:23]2[CH:28]=[CH:27][CH:26]=[CH:25][C:24]=2[F:29])[CH:20]=[CH:19][C:11]=1[C:12]([OH:14])=[O:13])(=[O:8])[C:2]1[CH:3]=[CH:4][CH:5]=[CH:6][CH:7]=1. The catalyst class is: 55. (2) Reactant: [F:1][C:2]1[C:10]([Cl:11])=[CH:9][C:8]([C:12]([F:15])([F:14])[F:13])=[CH:7][C:3]=1[C:4]([OH:6])=O.CN(C=O)C.C(Cl)(=O)C(Cl)=O.Cl.[C:28]([C:32]1[CH:50]=[CH:49][C:35]([CH2:36][NH:37][CH2:38][CH2:39][C:40]2[CH:45]=[CH:44][C:43]([Cl:46])=[C:42]([CH2:47][CH3:48])[CH:41]=2)=[CH:34][CH:33]=1)([CH3:31])([CH3:30])[CH3:29].C(N(CC)CC)C. Product: [C:28]([C:32]1[CH:50]=[CH:49][C:35]([CH2:36][N:37]([CH2:38][CH2:39][C:40]2[CH:45]=[CH:44][C:43]([Cl:46])=[C:42]([CH2:47][CH3:48])[CH:41]=2)[C:4](=[O:6])[C:3]2[CH:7]=[C:8]([C:12]([F:15])([F:14])[F:13])[CH:9]=[C:10]([Cl:11])[C:2]=2[F:1])=[CH:34][CH:33]=1)([CH3:30])([CH3:29])[CH3:31]. The catalyst class is: 11. (3) Reactant: F[C:2](F)(F)[C:3](O)=O.FC(F)(F)C(O)=O.FC(F)(F)C(O)=O.[CH2:22]([N:29]1[CH2:34][CH2:33][C:32]2([C:42]3[C:37](=[CH:38][CH:39]=[CH:40][C:41]=3[CH2:43][NH2:44])[N:36]([C:45]3[C:46]4[CH:53](CC)[CH2:52][CH2:51][C:47]=4[N:48]=[CH:49][N:50]=3)[CH2:35]2)[CH2:31][CH2:30]1)[C:23]1[CH:28]=[CH:27][CH:26]=[CH:25][CH:24]=1.[CH3:56][C:57]([CH3:59])=O.[BH-](OC(C)=O)(OC(C)=O)OC(C)=O.[Na+].C(N)(C)C. Product: [CH2:22]([N:29]1[CH2:34][CH2:33][C:32]2([C:42]3[C:37](=[CH:38][CH:39]=[CH:40][C:41]=3[CH2:43][NH:44][CH:57]([CH3:59])[CH3:56])[N:36]([C:45]3[C:46]4[CH:53]([CH2:2][CH3:3])[CH2:52][CH2:51][C:47]=4[N:48]=[CH:49][N:50]=3)[CH2:35]2)[CH2:31][CH2:30]1)[C:23]1[CH:28]=[CH:27][CH:26]=[CH:25][CH:24]=1. The catalyst class is: 26. (4) Reactant: [F:1][C:2]1[CH:7]=[C:6]([O:8][CH2:9][C:10]([OH:13])([CH3:12])[CH3:11])[CH:5]=[C:4]([F:14])[C:3]=1[C:15]1[N:20]=[C:19]([C:21]([O:23][CH3:24])=[O:22])[CH:18]=[CH:17][C:16]=1[F:25].[H-].[Na+].[CH3:28]I. Product: [F:1][C:2]1[CH:7]=[C:6]([O:8][CH2:9][C:10]([O:13][CH3:28])([CH3:11])[CH3:12])[CH:5]=[C:4]([F:14])[C:3]=1[C:15]1[N:20]=[C:19]([C:21]([O:23][CH3:24])=[O:22])[CH:18]=[CH:17][C:16]=1[F:25]. The catalyst class is: 173. (5) Reactant: [CH2:1]([N:8]1[CH:17]=[C:16](Br)[C:15]2[C:10](=[CH:11][CH:12]=[CH:13][CH:14]=2)[C:9]1=[O:19])[C:2]1[CH:7]=[CH:6][CH:5]=[CH:4][CH:3]=1.[CH3:20][O:21][C:22]1[CH:23]=[C:24]([CH:26]=[C:27]([O:31][CH3:32])[C:28]=1[O:29][CH3:30])[NH2:25].C1C=CC(P(C2C(C3C(P(C4C=CC=CC=4)C4C=CC=CC=4)=CC=C4C=3C=CC=C4)=C3C(C=CC=C3)=CC=2)C2C=CC=CC=2)=CC=1.CC(C)([O-])C.[Na+]. Product: [CH2:1]([N:8]1[CH:17]=[C:16]([NH:25][C:24]2[CH:26]=[C:27]([O:31][CH3:32])[C:28]([O:29][CH3:30])=[C:22]([O:21][CH3:20])[CH:23]=2)[C:15]2[C:10](=[CH:11][CH:12]=[CH:13][CH:14]=2)[C:9]1=[O:19])[C:2]1[CH:7]=[CH:6][CH:5]=[CH:4][CH:3]=1. The catalyst class is: 882. (6) Reactant: [NH2:1][C:2]1[CH:3]=[C:4]([O:15][CH3:16])[C:5]([Cl:14])=[C:6]([C:8]#[C:9]C(C)(O)C)[CH:7]=1.[OH-].[Na+]. Product: [Cl:14][C:5]1[C:4]([O:15][CH3:16])=[CH:3][C:2]([NH2:1])=[CH:7][C:6]=1[C:8]#[CH:9]. The catalyst class is: 588. (7) Reactant: CN(C(ON1[N:17]=[N:16][C:15]2[C:10]1=[CH:11][CH:12]=[CH:13][CH:14]=2)=[N+](C)C)C.F[P-](F)(F)(F)(F)F.[CH3:25][CH:26]([N:28]1[CH2:33][CH2:32][N:31]([CH2:34][C:35]2[C:36]([C:48]3[CH:53]=[CH:52][CH:51]=[CH:50][CH:49]=3)=[N:37][C:38]3[C:43]([C:44]=2[C:45](O)=[O:46])=[CH:42][CH:41]=[CH:40][CH:39]=3)[CH2:30][CH2:29]1)[CH3:27].NN1CCCCCC1.CCN(CC)CC. Product: [N:16]1([NH:17][C:45]([C:44]2[C:43]3[C:38](=[CH:39][CH:40]=[CH:41][CH:42]=3)[N:37]=[C:36]([C:48]3[CH:53]=[CH:52][CH:51]=[CH:50][CH:49]=3)[C:35]=2[CH2:34][N:31]2[CH2:32][CH2:33][N:28]([CH:26]([CH3:25])[CH3:27])[CH2:29][CH2:30]2)=[O:46])[CH2:14][CH2:13][CH2:12][CH2:11][CH2:10][CH2:15]1. The catalyst class is: 76.